This data is from Full USPTO retrosynthesis dataset with 1.9M reactions from patents (1976-2016). The task is: Predict the reactants needed to synthesize the given product. (1) The reactants are: [CH2:1]([O:3][C:4](=[O:25])[C:5]([N:22]=[N+]=[N-])=[CH:6][C:7]1[O:8][C:9]([C:12]2[CH:17]=[CH:16][CH:15]=[C:14]([C:18]([F:21])([F:20])[F:19])[CH:13]=2)=[CH:10][CH:11]=1)[CH3:2]. Given the product [CH2:1]([O:3][C:4]([C:5]1[NH:22][C:11]2[CH:10]=[C:9]([C:12]3[CH:17]=[CH:16][CH:15]=[C:14]([C:18]([F:21])([F:20])[F:19])[CH:13]=3)[O:8][C:7]=2[CH:6]=1)=[O:25])[CH3:2], predict the reactants needed to synthesize it. (2) Given the product [NH:24]1[C:32]2[C:27](=[CH:28][CH:29]=[C:30]([NH:33][C:2]3[C:11]4=[N:12][NH:13][CH:14]=[C:10]4[C:9]4[CH:8]=[CH:7][CH:6]=[CH:5][C:4]=4[N:3]=3)[CH:31]=2)[CH:26]=[N:25]1, predict the reactants needed to synthesize it. The reactants are: Cl[C:2]1[C:11]2=[N:12][N:13](CC3C=CC(OC)=CC=3)[CH:14]=[C:10]2[C:9]2[CH:8]=[CH:7][CH:6]=[CH:5][C:4]=2[N:3]=1.[NH:24]1[C:32]2[C:27](=[CH:28][CH:29]=[C:30]([NH2:33])[CH:31]=2)[CH:26]=[N:25]1.Cl. (3) Given the product [ClH:25].[ClH:25].[CH2:6]([N:8]1[CH2:9][CH2:10][NH:11][CH2:12][CH2:13]1)[CH2:20][CH2:21][CH3:22], predict the reactants needed to synthesize it. The reactants are: C(O[C:6]([N:8]1[CH2:13][CH2:12][NH:11][CH2:10][CH2:9]1)=O)(C)(C)C.C(=O)([O-])[O-].[K+].[K+].[CH2:20](I)[CH2:21][CH2:22]C.[ClH:25]. (4) Given the product [CH:1]1([NH:4][C:5](=[O:37])[C:6]2[CH:11]=[CH:10][C:9]([C:12]3[N:16]4[N:17]=[C:18]([O:25][C:26]5[CH:31]=[CH:30][C:29]([O:32][CH3:33])=[C:28]([F:34])[C:27]=5[F:35])[CH:19]=[C:20]([NH:45][CH2:44][CH:41]5[CH2:42][CH2:43][O:38][CH2:39][CH2:40]5)[C:15]4=[N:14][CH:13]=3)=[CH:8][C:7]=2[CH3:36])[CH2:3][CH2:2]1, predict the reactants needed to synthesize it. The reactants are: [CH:1]1([NH:4][C:5](=[O:37])[C:6]2[CH:11]=[CH:10][C:9]([C:12]3[N:16]4[N:17]=[C:18]([O:25][C:26]5[CH:31]=[CH:30][C:29]([O:32][CH3:33])=[C:28]([F:34])[C:27]=5[F:35])[CH:19]=[C:20](S(C)(=O)=O)[C:15]4=[N:14][CH:13]=3)=[CH:8][C:7]=2[CH3:36])[CH2:3][CH2:2]1.[O:38]1[CH2:43][CH2:42][CH:41]([CH2:44][NH2:45])[CH2:40][CH2:39]1.CCN(C(C)C)C(C)C. (5) Given the product [OH:4][C:5]1[CH:30]=[CH:29][C:28]([CH3:31])=[CH:27][C:6]=1/[CH:7]=[C:8]1/[C:9](=[O:26])[N:10]([S:16]([C:19]2[CH:20]=[CH:21][C:22]([Cl:25])=[CH:23][CH:24]=2)(=[O:17])=[O:18])[CH2:11][C:12](=[O:15])[NH:13][CH2:14]/1, predict the reactants needed to synthesize it. The reactants are: COC[O:4][C:5]1[CH:30]=[CH:29][C:28]([CH3:31])=[CH:27][C:6]=1/[CH:7]=[C:8]1/[C:9](=[O:26])[N:10]([S:16]([C:19]2[CH:24]=[CH:23][C:22]([Cl:25])=[CH:21][CH:20]=2)(=[O:18])=[O:17])[CH2:11][C:12](=[O:15])[NH:13][CH2:14]/1.FC(F)(F)C(O)=O. (6) Given the product [CH3:12][N:8]1[C:9]2[C:4](=[CH:3][C:2]([B:17]3[O:18][C:19]([CH3:21])([CH3:20])[C:15]([CH3:31])([CH3:14])[O:16]3)=[CH:11][CH:10]=2)[CH2:5][CH2:6][C:7]1=[O:13], predict the reactants needed to synthesize it. The reactants are: Br[C:2]1[CH:3]=[C:4]2[C:9](=[CH:10][CH:11]=1)[N:8]([CH3:12])[C:7](=[O:13])[CH2:6][CH2:5]2.[CH3:14][C:15]1([CH3:31])[C:19]([CH3:21])([CH3:20])[O:18][B:17]([B:17]2[O:18][C:19]([CH3:21])([CH3:20])[C:15]([CH3:31])([CH3:14])[O:16]2)[O:16]1.C([O-])(=O)C.[K+].O1CCOCC1. (7) The reactants are: S(C1C=CC(C)=CC=1)(O)(=O)=O.[F:12][C:13]1[CH:26]=[CH:25][C:16]([C:17]([CH:19]2[CH2:24][CH2:23][NH:22][CH2:21][CH2:20]2)=[O:18])=[CH:15][CH:14]=1.C(=O)([O-])[O-].[K+].[K+].[Cl:33][C:34]1[CH:39]=[CH:38][C:37]([S:40]([NH:43][CH:44]2[CH2:53][CH2:52][C:51]3[C:50]([CH2:54][CH2:55][C:56]([O:58]C)=[O:57])=[CH:49][C:48]([CH2:60][CH2:61]OS(C4C=CC(C)=CC=4)(=O)=O)=[CH:47][C:46]=3[CH2:45]2)(=[O:42])=[O:41])=[CH:36][CH:35]=1. Given the product [Cl:33][C:34]1[CH:35]=[CH:36][C:37]([S:40]([NH:43][CH:44]2[CH2:53][CH2:52][C:51]3[C:50]([CH2:54][CH2:55][C:56]([OH:58])=[O:57])=[CH:49][C:48]([CH2:60][CH2:61][N:22]4[CH2:23][CH2:24][CH:19]([C:17](=[O:18])[C:16]5[CH:15]=[CH:14][C:13]([F:12])=[CH:26][CH:25]=5)[CH2:20][CH2:21]4)=[CH:47][C:46]=3[CH2:45]2)(=[O:42])=[O:41])=[CH:38][CH:39]=1, predict the reactants needed to synthesize it. (8) Given the product [CH:27]1([CH2:26][C:25]([C:24]2[CH:13]([C:5]3[CH:6]=[CH:7][CH:8]=[C:9]4[C:4]=3[O:3][C:2]([CH3:1])=[CH:11][C:10]4=[O:12])[C:14]([C:15]([O:17][CH3:18])=[O:16])=[C:19]([CH3:20])[NH:22][C:23]=2[CH3:32])=[O:31])[CH2:28][CH2:29][CH2:30]1, predict the reactants needed to synthesize it. The reactants are: [CH3:1][C:2]1[O:3][C:4]2[C:9]([C:10](=[O:12])[CH:11]=1)=[CH:8][CH:7]=[CH:6][C:5]=2[CH:13]=[C:14]([C:19](=O)[CH3:20])[C:15]([O:17][CH3:18])=[O:16].[NH2:22][C:23]([CH3:32])=[CH:24][C:25](=[O:31])[CH2:26][CH:27]1[CH2:30][CH2:29][CH2:28]1.